Predict the reactants needed to synthesize the given product. From a dataset of Full USPTO retrosynthesis dataset with 1.9M reactions from patents (1976-2016). (1) Given the product [F:1][C:2]1[CH:3]=[C:4]([CH:7]=[CH:8][CH:9]=1)[CH2:5][O:10][C:11]1[CH:12]=[C:13]([CH:16]=[CH:17][CH:18]=1)[CH:14]=[O:15], predict the reactants needed to synthesize it. The reactants are: [F:1][C:2]1[CH:3]=[C:4]([CH:7]=[CH:8][CH:9]=1)[CH2:5]Cl.[OH:10][C:11]1[CH:12]=[C:13]([CH:16]=[CH:17][CH:18]=1)[CH:14]=[O:15].C([O-])([O-])=O.[Cs+].[Cs+]. (2) Given the product [CH2:9]([O:8][P:4]([CH2:17][C:16]1[CH:15]=[CH:14][C:13]([C:19]([OH:21])=[O:20])=[CH:12][CH:11]=1)([O:5][CH2:6][CH3:7])=[O:3])[CH3:10], predict the reactants needed to synthesize it. The reactants are: C([O:3][P:4]([O:8][CH2:9][CH3:10])[O:5][CH2:6][CH3:7])C.[CH:11]1[C:16]([CH2:17]Br)=[CH:15][CH:14]=[C:13]([C:19]([OH:21])=[O:20])[CH:12]=1. (3) Given the product [N:6]1[C:5]2[CH:7]=[CH:8][CH:9]=[CH:10][C:4]=2[NH:3][C:2]=1[NH:24][CH:16]([C:15]1[CH:25]=[CH:26][C:12]([F:11])=[CH:13][CH:14]=1)[C:17]1[CH:18]=[CH:19][C:20]([F:23])=[CH:21][CH:22]=1, predict the reactants needed to synthesize it. The reactants are: Cl[C:2]1[NH:3][C:4]2[CH:10]=[CH:9][CH:8]=[CH:7][C:5]=2[N:6]=1.[F:11][C:12]1[CH:26]=[CH:25][C:15]([CH:16]([NH2:24])[C:17]2[CH:22]=[CH:21][C:20]([F:23])=[CH:19][CH:18]=2)=[CH:14][CH:13]=1. (4) Given the product [OH:37]/[N:36]=[C:9](/[C:4]1[CH:5]=[CH:6][C:7](=[O:8])[N:2]([CH3:1])[CH:3]=1)\[CH2:10][CH:11]([C:19]1[CH:33]=[CH:32][C:22]([C:23]([NH:25][CH2:26][CH2:27][S:28]([CH3:31])(=[O:29])=[O:30])=[O:24])=[CH:21][CH:20]=1)[C:12]1[CH:17]=[CH:16][CH:15]=[CH:14][C:13]=1[CH3:18], predict the reactants needed to synthesize it. The reactants are: [CH3:1][N:2]1[C:7](=[O:8])[CH:6]=[CH:5][C:4]([C:9](=O)[CH2:10][CH:11]([C:19]2[CH:33]=[CH:32][C:22]([C:23]([NH:25][CH2:26][CH2:27][S:28]([CH3:31])(=[O:30])=[O:29])=[O:24])=[CH:21][CH:20]=2)[C:12]2[CH:17]=[CH:16][CH:15]=[CH:14][C:13]=2[CH3:18])=[CH:3]1.Cl.[NH2:36][OH:37].C(=O)([O-])O.[Na+]. (5) Given the product [CH3:29][S:30]([NH:3][CH:4]([C:16]1[CH:21]=[CH:20][CH:19]=[CH:18][CH:17]=1)[C:5]([O:7][C@@H:8]1[CH:13]2[CH2:12][CH2:11][N:10]([CH2:15][CH2:14]2)[CH2:9]1)=[O:6])(=[O:32])=[O:31], predict the reactants needed to synthesize it. The reactants are: Cl.Cl.[NH2:3][CH:4]([C:16]1[CH:21]=[CH:20][CH:19]=[CH:18][CH:17]=1)[C:5]([O:7][C@@H:8]1[CH:13]2[CH2:14][CH2:15][N:10]([CH2:11][CH2:12]2)[CH2:9]1)=[O:6].C(N(CC)CC)C.[CH3:29][S:30](Cl)(=[O:32])=[O:31]. (6) Given the product [C:11]([C:9]1[O:10][C:6]([C:4]2[C:3]3[C:2](=[CH:17][CH:16]=[CH:15][CH:14]=3)[NH:27][N:26]=2)=[CH:7][CH:8]=1)([OH:13])=[O:12], predict the reactants needed to synthesize it. The reactants are: F[C:2]1[CH:17]=[CH:16][CH:15]=[CH:14][C:3]=1[C:4]([C:6]1[O:10][C:9]([C:11]([OH:13])=[O:12])=[CH:8][CH:7]=1)=O.C([NH:26][NH2:27])(=O)C1C=CC=CC=1.CC(C)([O-])C.[K+]. (7) Given the product [C:15]([O:19][C:20]([N:22]1[CH2:27][CH2:26][CH:25]([N:12]2[CH:13]=[C:9]([B:4]3[O:5][C:6]([CH3:7])([CH3:8])[C:2]([CH3:14])([CH3:1])[O:3]3)[CH:10]=[N:11]2)[CH2:24][CH2:23]1)=[O:21])([CH3:18])([CH3:16])[CH3:17], predict the reactants needed to synthesize it. The reactants are: [CH3:1][C:2]1([CH3:14])[C:6]([CH3:8])([CH3:7])[O:5][B:4]([C:9]2[CH:10]=[N:11][NH:12][CH:13]=2)[O:3]1.[C:15]([O:19][C:20]([N:22]1[CH2:27][CH2:26][CH:25](OS(C)(=O)=O)[CH2:24][CH2:23]1)=[O:21])([CH3:18])([CH3:17])[CH3:16].C(=O)([O-])[O-].[Cs+].[Cs+].